Task: Predict the reaction yield, written as a fraction of the theoretical maximum amount of product (1.0 means a 100% yield; for example, 0.34 means a 34% yield).. Dataset: Reaction yield outcomes from USPTO patents with 853,638 reactions (1) The reactants are [CH3:1][C:2]1[N:11]=[C:10]([N:12]([C:14]2[CH:19]=[CH:18][C:17](N)=[CH:16][CH:15]=2)[CH3:13])[C:9]2[C:4](=[CH:5][CH:6]=[CH:7][CH:8]=2)[N:3]=1.[CH2:21]=O.[C:23]([BH3-])#[N:24].[Na+]. The catalyst is CC(OCC1C2C(=CC=CC=2)C(COC(C)=O)=C2C=1C=CC=C2)=O. The product is [CH3:21][N:24]([CH3:23])[C:17]1[CH:18]=[CH:19][C:14]([N:12]([C:10]2[C:9]3[C:4](=[CH:5][CH:6]=[CH:7][CH:8]=3)[N:3]=[C:2]([CH3:1])[N:11]=2)[CH3:13])=[CH:15][CH:16]=1. The yield is 0.800. (2) The reactants are [CH:1]1([C:4]([F:13])([F:12])[C:5]2[CH:10]=[CH:9][N:8]=[C:7]([CH3:11])[CH:6]=2)[CH2:3][CH2:2]1.[Li+].CC([N-]C(C)C)C.[C:22](=O)([O:25]C)[O:23][CH3:24]. The catalyst is C1COCC1. The product is [CH:1]1([C:4]([F:13])([F:12])[C:5]2[CH:10]=[CH:9][N:8]=[C:7]([CH2:11][C:22]([O:23][CH3:24])=[O:25])[CH:6]=2)[CH2:2][CH2:3]1. The yield is 1.00. (3) The reactants are [CH2:1]([O:3][CH2:4][C@H:5]([NH:26]C(=O)OC(C)(C)C)[CH2:6][NH:7][C:8]1[N:13]=[C:12]([NH:14][C:15]2[CH:16]=[C:17]([CH3:21])[CH:18]=[CH:19][CH:20]=2)[C:11]2[C:22](=[O:25])[NH:23][CH2:24][C:10]=2[CH:9]=1)[CH3:2].CCOC(C)=O.C1COCC1. The catalyst is C(Cl)Cl. The product is [NH2:26][C@@H:5]([CH2:4][O:3][CH2:1][CH3:2])[CH2:6][NH:7][C:8]1[N:13]=[C:12]([NH:14][C:15]2[CH:16]=[C:17]([CH3:21])[CH:18]=[CH:19][CH:20]=2)[C:11]2[C:22](=[O:25])[NH:23][CH2:24][C:10]=2[CH:9]=1. The yield is 0.130. (4) The reactants are Cl[C:2]1[CH:7]=[CH:6][C:5]([N+:8]([O-:10])=[O:9])=[CH:4][N:3]=1.[CH:11]([C:14]1[CH:19]=[CH:18][C:17]([OH:20])=[CH:16][CH:15]=1)([CH3:13])[CH3:12].C([O-])([O-])=O.[K+].[K+]. The catalyst is CN(C=O)C. The product is [CH:11]([C:14]1[CH:19]=[CH:18][C:17]([O:20][C:2]2[CH:7]=[CH:6][C:5]([N+:8]([O-:10])=[O:9])=[CH:4][N:3]=2)=[CH:16][CH:15]=1)([CH3:13])[CH3:12]. The yield is 0.990.